Dataset: Forward reaction prediction with 1.9M reactions from USPTO patents (1976-2016). Task: Predict the product of the given reaction. (1) Given the reactants [S:1]1[C:5]([CH2:6][CH2:7][CH2:8][CH2:9][CH2:10][CH2:11][O:12][Si:13]([C:16]([CH3:19])([CH3:18])[CH3:17])([CH3:15])[CH3:14])=[CH:4][CH:3]=[C:2]1[C:20]1[S:21][CH:22]=[CH:23][CH:24]=1.C([Li])CCC.[BH:30]([OH:32])[OH:31].O[C:34]([C:37](O)([CH3:39])[CH3:38])([CH3:36])[CH3:35], predict the reaction product. The product is: [C:16]([Si:13]([CH3:14])([CH3:15])[O:12][CH2:11][CH2:10][CH2:9][CH2:8][CH2:7][CH2:6][C:5]1[S:1][C:2]([C:20]2[S:21][C:22]([B:30]3[O:32][C:37]([CH3:39])([CH3:38])[C:34]([CH3:36])([CH3:35])[O:31]3)=[CH:23][CH:24]=2)=[CH:3][CH:4]=1)([CH3:18])([CH3:19])[CH3:17]. (2) The product is: [C:3]([C:6]1[CH:18]=[CH:17][C:16]2[N:15]([CH2:27][CH2:26][Br:25])[C:14]3[CH:13]=[CH:12][C:11]4[C:19](=[O:22])[CH2:20][CH2:21][C:10]=4[C:9]=3[C:8]=2[CH:7]=1)(=[O:5])[CH3:4]. Given the reactants [H-].[Na+].[C:3]([C:6]1[CH:18]=[CH:17][C:16]2[NH:15][C:14]3[CH:13]=[CH:12][C:11]4[C:19](=[O:22])[CH2:20][CH2:21][C:10]=4[C:9]=3[C:8]=2[CH:7]=1)(=[O:5])[CH3:4].[H][H].[Br:25][CH2:26][CH2:27]Br, predict the reaction product. (3) Given the reactants [CH2:1]1[CH:5]2[CH2:6][C:7](=[O:9])[CH2:8][CH:4]2[CH2:3][NH:2]1.C(=O)([O-])[O-].[K+].[K+].[N:16]1([C:22](Cl)=[O:23])[CH2:21][CH2:20][O:19][CH2:18][CH2:17]1, predict the reaction product. The product is: [N:16]1([C:22]([N:2]2[CH2:3][CH:4]3[CH2:8][C:7](=[O:9])[CH2:6][CH:5]3[CH2:1]2)=[O:23])[CH2:21][CH2:20][O:19][CH2:18][CH2:17]1. (4) Given the reactants [H-].[Al+3].[Li+].[H-].[H-].[H-].[Br:7][C:8]1[CH:13]=[CH:12][C:11]([CH2:14][CH2:15][CH2:16][C:17](O)=[O:18])=[CH:10][CH:9]=1.CC(C)=O.O, predict the reaction product. The product is: [Br:7][C:8]1[CH:9]=[CH:10][C:11]([CH2:14][CH2:15][CH2:16][CH2:17][OH:18])=[CH:12][CH:13]=1. (5) Given the reactants Cl.Cl.[O:3]1[C:8]2=[CH:9][CH:10]=[CH:11][C:7]2=[CH:6][C:5]([CH:12]2[CH2:17][CH2:16][CH2:15][CH2:14][N:13]2[CH2:18][CH2:19][C@H:20]2[CH2:25][CH2:24][C@H:23]([NH2:26])[CH2:22][CH2:21]2)=[CH:4]1.[CH3:27][N:28]([CH3:36])[C:29](=[O:35])[CH2:30][CH2:31][C:32](O)=[O:33], predict the reaction product. The product is: [O:3]1[C:8]2=[CH:9][CH:10]=[CH:11][C:7]2=[CH:6][C:5]([CH:12]2[CH2:17][CH2:16][CH2:15][CH2:14][N:13]2[CH2:18][CH2:19][C@H:20]2[CH2:21][CH2:22][C@H:23]([NH:26][C:32](=[O:33])[CH2:31][CH2:30][C:29]([N:28]([CH3:36])[CH3:27])=[O:35])[CH2:24][CH2:25]2)=[CH:4]1. (6) Given the reactants [CH3:1][C:2]1([C:23]([O:25][CH3:26])=[O:24])[C:7](OS(C(F)(F)F)(=O)=O)=[CH:6][CH2:5][N:4]([C:16]([O:18][C:19]([CH3:22])([CH3:21])[CH3:20])=[O:17])[CH2:3]1.[F:27][C:28]1[CH:33]=[CH:32][C:31](B(O)O)=[CH:30][CH:29]=1.[Cl-].[Li+].C(=O)([O-])[O-].[Na+].[Na+], predict the reaction product. The product is: [F:27][C:28]1[CH:33]=[CH:32][C:31]([C:7]2[C:2]([CH3:1])([C:23]([O:25][CH3:26])=[O:24])[CH2:3][N:4]([C:16]([O:18][C:19]([CH3:20])([CH3:21])[CH3:22])=[O:17])[CH2:5][CH:6]=2)=[CH:30][CH:29]=1.